This data is from NCI-60 drug combinations with 297,098 pairs across 59 cell lines. The task is: Regression. Given two drug SMILES strings and cell line genomic features, predict the synergy score measuring deviation from expected non-interaction effect. (1) Drug 1: CN1C(=O)N2C=NC(=C2N=N1)C(=O)N. Drug 2: CC1=C(N=C(N=C1N)C(CC(=O)N)NCC(C(=O)N)N)C(=O)NC(C(C2=CN=CN2)OC3C(C(C(C(O3)CO)O)O)OC4C(C(C(C(O4)CO)O)OC(=O)N)O)C(=O)NC(C)C(C(C)C(=O)NC(C(C)O)C(=O)NCCC5=NC(=CS5)C6=NC(=CS6)C(=O)NCCC[S+](C)C)O. Cell line: HT29. Synergy scores: CSS=-1.51, Synergy_ZIP=-4.99, Synergy_Bliss=-11.0, Synergy_Loewe=-9.65, Synergy_HSA=-9.38. (2) Drug 1: CCC1=CC2CC(C3=C(CN(C2)C1)C4=CC=CC=C4N3)(C5=C(C=C6C(=C5)C78CCN9C7C(C=CC9)(C(C(C8N6C)(C(=O)OC)O)OC(=O)C)CC)OC)C(=O)OC. Drug 2: C1=CC(=C(C=C1I)F)NC2=C(C=CC(=C2F)F)C(=O)NOCC(CO)O. Cell line: SK-OV-3. Synergy scores: CSS=36.9, Synergy_ZIP=-0.519, Synergy_Bliss=-2.63, Synergy_Loewe=-4.43, Synergy_HSA=0.647. (3) Cell line: COLO 205. Drug 2: COC1=NC(=NC2=C1N=CN2C3C(C(C(O3)CO)O)O)N. Drug 1: C1=C(C(=O)NC(=O)N1)N(CCCl)CCCl. Synergy scores: CSS=46.9, Synergy_ZIP=12.0, Synergy_Bliss=16.1, Synergy_Loewe=4.06, Synergy_HSA=13.8. (4) Drug 1: C1=NNC2=C1C(=O)NC=N2. Drug 2: B(C(CC(C)C)NC(=O)C(CC1=CC=CC=C1)NC(=O)C2=NC=CN=C2)(O)O. Cell line: U251. Synergy scores: CSS=8.47, Synergy_ZIP=-0.410, Synergy_Bliss=-2.16, Synergy_Loewe=-56.8, Synergy_HSA=-2.25. (5) Synergy scores: CSS=29.1, Synergy_ZIP=-7.85, Synergy_Bliss=-8.07, Synergy_Loewe=-66.7, Synergy_HSA=-8.50. Cell line: MALME-3M. Drug 1: CC1CCC2CC(C(=CC=CC=CC(CC(C(=O)C(C(C(=CC(C(=O)CC(OC(=O)C3CCCCN3C(=O)C(=O)C1(O2)O)C(C)CC4CCC(C(C4)OC)O)C)C)O)OC)C)C)C)OC. Drug 2: COC1=C2C(=CC3=C1OC=C3)C=CC(=O)O2. (6) Drug 1: C1=CC(=CC=C1C#N)C(C2=CC=C(C=C2)C#N)N3C=NC=N3. Drug 2: CCC1=C2CN3C(=CC4=C(C3=O)COC(=O)C4(CC)O)C2=NC5=C1C=C(C=C5)O. Cell line: SK-MEL-5. Synergy scores: CSS=13.5, Synergy_ZIP=-3.20, Synergy_Bliss=4.13, Synergy_Loewe=-20.4, Synergy_HSA=-4.09.